From a dataset of Full USPTO retrosynthesis dataset with 1.9M reactions from patents (1976-2016). Predict the reactants needed to synthesize the given product. (1) Given the product [CH2:19]([O:18][C:16]([C:15]1[S:13][C:11]([C:4]2[CH:3]=[C:2]([OH:1])[C:7]3[S:8][CH:9]=[CH:10][C:6]=3[CH:5]=2)=[N:12][C:21]=1[CH3:23])=[O:17])[CH3:20], predict the reactants needed to synthesize it. The reactants are: [OH:1][C:2]1[C:7]2[S:8][CH:9]=[CH:10][C:6]=2[CH:5]=[C:4]([C:11](=[S:13])[NH2:12])[CH:3]=1.Cl[CH:15]([C:21]([CH3:23])=O)[C:16]([O:18][CH2:19][CH3:20])=[O:17]. (2) Given the product [CH:1]1([C:7]2([CH3:15])[N:11]([CH3:12])[C:10](=[O:13])[N:9]([CH2:17][C:18](=[O:19])[C:20]3[CH:21]=[C:22]([CH3:26])[CH:23]=[CH:24][CH:25]=3)[C:8]2=[O:14])[CH2:2][CH2:3][CH2:4][CH2:5][CH2:6]1, predict the reactants needed to synthesize it. The reactants are: [CH:1]1([C:7]2([CH3:15])[N:11]([CH3:12])[C:10](=[O:13])[NH:9][C:8]2=[O:14])[CH2:6][CH2:5][CH2:4][CH2:3][CH2:2]1.Br[CH2:17][C:18]([C:20]1[CH:21]=[C:22]([CH3:26])[CH:23]=[CH:24][CH:25]=1)=[O:19].